This data is from Reaction yield outcomes from USPTO patents with 853,638 reactions. The task is: Predict the reaction yield, written as a fraction of the theoretical maximum amount of product (1.0 means a 100% yield; for example, 0.34 means a 34% yield). (1) The reactants are [OH-].[Na+:2].[Br:3][C:4]1[N:5]([C:14]2[C:23]3[C:18](=[CH:19][CH:20]=[CH:21][CH:22]=3)[C:17]([CH:24]3[CH2:26][CH2:25]3)=[CH:16][CH:15]=2)[C:6]([S:9][CH2:10][C:11]([OH:13])=[O:12])=[N:7][N:8]=1. The catalyst is C(O)C. The product is [Br:3][C:4]1[N:5]([C:14]2[C:23]3[C:18](=[CH:19][CH:20]=[CH:21][CH:22]=3)[C:17]([CH:24]3[CH2:26][CH2:25]3)=[CH:16][CH:15]=2)[C:6]([S:9][CH2:10][C:11]([O-:13])=[O:12])=[N:7][N:8]=1.[Na+:2]. The yield is 1.00. (2) The reactants are Cl.FC1C=C(NC(=O)CC(NC2C=CC(F)=CC=2)=O)C=CC=1OC1C2=C(C)C(OCCN3CCOCC3)=CN2N=CN=1.[F:43][C:44]1[CH:71]=[C:70]([N+:72]([O-])=O)[CH:69]=[CH:68][C:45]=1[O:46][C:47]1[C:52]2=[C:53]([CH3:67])[C:54]([C:56]([NH:58][CH2:59][CH2:60][N:61]3[CH2:66][CH2:65][O:64][CH2:63][CH2:62]3)=[O:57])=[CH:55][N:51]2[N:50]=[CH:49][N:48]=1. No catalyst specified. The product is [NH2:72][C:70]1[CH:69]=[CH:68][C:45]([O:46][C:47]2[C:52]3=[C:53]([CH3:67])[C:54]([C:56]([NH:58][CH2:59][CH2:60][N:61]4[CH2:66][CH2:65][O:64][CH2:63][CH2:62]4)=[O:57])=[CH:55][N:51]3[N:50]=[CH:49][N:48]=2)=[C:44]([F:43])[CH:71]=1. The yield is 0.920. (3) The reactants are Cl[C:2]1[CH:7]=[C:6]([CH3:8])[N:5]=[C:4]([C:9]2[CH:14]=[CH:13][CH:12]=[CH:11][N:10]=2)[N:3]=1.[CH3:15][C:16]1[CH:22]=[CH:21][CH:20]=[C:19]([CH3:23])[C:17]=1[NH2:18].Cl.[OH-].[Na+]. The catalyst is O.C(O)C. The product is [CH3:15][C:16]1[CH:22]=[CH:21][CH:20]=[C:19]([CH3:23])[C:17]=1[NH:18][C:2]1[CH:7]=[C:6]([CH3:8])[N:5]=[C:4]([C:9]2[CH:14]=[CH:13][CH:12]=[CH:11][N:10]=2)[N:3]=1. The yield is 0.820. (4) The reactants are [C:1]([O:5][C:6]([NH:8][C:9]1[S:13][CH:12]=[N:11][C:10]=1[C:14]([O:16][CH2:17][CH3:18])=[O:15])=[O:7])([CH3:4])([CH3:3])[CH3:2].C1C(=O)N([Br:26])C(=O)C1. The catalyst is C(Cl)Cl. The product is [Br:26][C:12]1[S:13][C:9]([NH:8][C:6]([O:5][C:1]([CH3:4])([CH3:3])[CH3:2])=[O:7])=[C:10]([C:14]([O:16][CH2:17][CH3:18])=[O:15])[N:11]=1. The yield is 1.00.